Dataset: Peptide-MHC class I binding affinity with 185,985 pairs from IEDB/IMGT. Task: Regression. Given a peptide amino acid sequence and an MHC pseudo amino acid sequence, predict their binding affinity value. This is MHC class I binding data. (1) The peptide sequence is HAPWTQMAM. The MHC is HLA-A26:01 with pseudo-sequence HLA-A26:01. The binding affinity (normalized) is 0.322. (2) The peptide sequence is RRRIGEIFK. The MHC is HLA-A03:01 with pseudo-sequence HLA-A03:01. The binding affinity (normalized) is 0.0847.